This data is from Full USPTO retrosynthesis dataset with 1.9M reactions from patents (1976-2016). The task is: Predict the reactants needed to synthesize the given product. (1) Given the product [OH:8][C:9]1[CH:14]=[C:13]([O:15][CH2:16][O:17][CH3:18])[CH:12]=[CH:11][C:10]=1[C:19]([C:21]1[CH:22]=[CH:23][C:24]([O:27][CH2:28][C:29]2[N:30]=[C:31]([C:35]3[CH:36]=[CH:37][CH:38]=[CH:39][CH:40]=3)[O:32][C:33]=2[CH3:34])=[CH:25][CH:26]=1)=[O:20], predict the reactants needed to synthesize it. The reactants are: C([O:8][C:9]1[CH:14]=[C:13]([O:15][CH2:16][O:17][CH3:18])[CH:12]=[CH:11][C:10]=1[C:19]([C:21]1[CH:26]=[CH:25][C:24]([O:27][CH2:28][C:29]2[N:30]=[C:31]([C:35]3[CH:40]=[CH:39][CH:38]=[CH:37][CH:36]=3)[O:32][C:33]=2[CH3:34])=[CH:23][CH:22]=1)=[O:20])C1C=CC=CC=1. (2) Given the product [CH3:11][NH:12][CH2:7][CH:4]1[CH2:5][CH2:6][O:1][CH2:2][CH2:3]1, predict the reactants needed to synthesize it. The reactants are: [O:1]1[CH2:6][CH2:5][CH:4]([C:7](OC)=O)[CH2:3][CH2:2]1.[CH3:11][NH2:12].Cl.CN.[OH-].[Na+].[H-].[H-].[H-].[H-].[Li+].[Al+3]. (3) Given the product [C:1]([N:11]1[CH2:15][CH2:14][C@H:13]([N:16]([CH:17]2[CH2:22][CH2:21][CH2:20][CH2:19][CH2:18]2)[C:23](=[O:27])[CH:24]([CH3:26])[CH3:25])[CH2:12]1)([O:3][CH2:4][C:5]1[CH:6]=[CH:7][CH:8]=[CH:9][CH:10]=1)=[O:2], predict the reactants needed to synthesize it. The reactants are: [C:1]([N:11]1[CH2:15][CH2:14][C@H:13]([NH:16][CH:17]2[CH2:22][CH2:21][CH2:20][CH2:19][CH2:18]2)[CH2:12]1)([O:3][CH2:4][C:5]1[CH:10]=[CH:9][CH:8]=[CH:7][CH:6]=1)=[O:2].[C:23](Cl)(=[O:27])[CH:24]([CH3:26])[CH3:25]. (4) The reactants are: [CH2:1]([O:3][C:4]([C:6]1[O:14][C:13]2[CH:12]=[CH:11][N:10]=[CH:9][C:8]=2[C:7]=1[NH2:15])=[O:5])[CH3:2].Br[C:17]1[CH:22]=[CH:21][C:20]([O:23][CH3:24])=[CH:19][C:18]=1[F:25].CC1(C)C2C(=C(P(C3C=CC=CC=3)C3C=CC=CC=3)C=CC=2)OC2C(P(C3C=CC=CC=3)C3C=CC=CC=3)=CC=CC1=2.[O-]P([O-])([O-])=O.[K+].[K+].[K+]. Given the product [CH2:1]([O:3][C:4]([C:6]1[O:14][C:13]2[CH:12]=[CH:11][N:10]=[CH:9][C:8]=2[C:7]=1[NH:15][C:17]1[CH:22]=[CH:21][C:20]([O:23][CH3:24])=[CH:19][C:18]=1[F:25])=[O:5])[CH3:2], predict the reactants needed to synthesize it.